Dataset: Full USPTO retrosynthesis dataset with 1.9M reactions from patents (1976-2016). Task: Predict the reactants needed to synthesize the given product. (1) Given the product [C:1]([O:4][CH2:5][C:6]1[N:7]([CH2:28][C:29]([OH:32])([CH3:31])[CH3:30])[C:8]2[C:17]3[CH:16]=[CH:15][C:14]([O:18][CH2:19][C:20]4[CH:25]=[CH:24][CH:23]=[CH:22][CH:21]=4)=[CH:13][C:12]=3[N:11]=[C:10]([NH2:34])[C:9]=2[N:27]=1)(=[O:3])[CH3:2], predict the reactants needed to synthesize it. The reactants are: [C:1]([O:4][CH2:5][C:6]1[N:7]([CH2:28][C:29]([OH:32])([CH3:31])[CH3:30])[C:8]2[C:17]3[CH:16]=[CH:15][C:14]([O:18][CH2:19][C:20]4[CH:25]=[CH:24][CH:23]=[CH:22][CH:21]=4)=[CH:13][C:12]=3[N+:11]([O-])=[CH:10][C:9]=2[N:27]=1)(=[O:3])[CH3:2].[OH-].[NH4+:34].C1(C)C=CC(S(Cl)(=O)=O)=CC=1. (2) Given the product [F:1][C:2]1[CH:7]=[CH:6][C:5]([N:8]2[C:12]([C:13]3[CH:23]=[CH:22][C:16]4[O:17][CH2:18][C:19](=[O:21])[NH:20][C:15]=4[CH:14]=3)=[CH:11][C:10]([C:24]([N:40]([CH3:41])[CH3:39])=[O:25])=[N:9]2)=[CH:4][CH:3]=1, predict the reactants needed to synthesize it. The reactants are: [F:1][C:2]1[CH:7]=[CH:6][C:5]([N:8]2[C:12]([C:13]3[CH:23]=[CH:22][C:16]4[O:17][CH2:18][C:19](=[O:21])[NH:20][C:15]=4[CH:14]=3)=[CH:11][C:10]([C:24](O)=[O:25])=[N:9]2)=[CH:4][CH:3]=1.C1C=C2N=NN(O)C2=CC=1.O.C[CH2:39][N:40]=[C:41]=NCCCN(C)C.CNC. (3) Given the product [N:23]1[CH:24]=[CH:25][CH:26]=[CH:27][C:22]=1[CH2:21][O:1][C:2]1[CH:3]=[CH:4][C:5]([C:6]([O:8][CH2:9][CH3:10])=[O:7])=[CH:11][CH:12]=1, predict the reactants needed to synthesize it. The reactants are: [OH:1][C:2]1[CH:12]=[CH:11][C:5]([C:6]([O:8][CH2:9][CH3:10])=[O:7])=[CH:4][CH:3]=1.C([O-])([O-])=O.[K+].[K+].Cl.Cl[CH2:21][C:22]1[CH:27]=[CH:26][CH:25]=[CH:24][N:23]=1.C([O-])(O)=O.[Na+].